From a dataset of Peptide-MHC class I binding affinity with 185,985 pairs from IEDB/IMGT. Regression. Given a peptide amino acid sequence and an MHC pseudo amino acid sequence, predict their binding affinity value. This is MHC class I binding data. (1) The peptide sequence is LQMAGVEVR. The MHC is HLA-A11:01 with pseudo-sequence HLA-A11:01. The binding affinity (normalized) is 0.200. (2) The peptide sequence is AVANCVRNL. The binding affinity (normalized) is 0.213. The MHC is HLA-A02:01 with pseudo-sequence HLA-A02:01.